From a dataset of Full USPTO retrosynthesis dataset with 1.9M reactions from patents (1976-2016). Predict the reactants needed to synthesize the given product. Given the product [NH2:3][C:4]1[C:41]([C:42]([F:44])([F:43])[F:45])=[CH:40][C:7]([CH2:8][CH:9]([CH2:20][C:21](=[O:39])[N:22]2[CH2:27][CH2:26][CH:25]([N:28]3[CH2:37][C:36]4[C:31](=[CH:32][CH:33]=[CH:34][CH:35]=4)[NH:30][C:29]3=[O:38])[CH2:24][CH2:23]2)[C:10]([OH:12])=[O:11])=[CH:6][C:5]=1[Cl:46], predict the reactants needed to synthesize it. The reactants are: [OH-].[Na+].[NH2:3][C:4]1[C:41]([C:42]([F:45])([F:44])[F:43])=[CH:40][C:7]([CH2:8][C:9]([CH2:20][C:21](=[O:39])[N:22]2[CH2:27][CH2:26][CH:25]([N:28]3[CH2:37][C:36]4[C:31](=[CH:32][CH:33]=[CH:34][CH:35]=4)[NH:30][C:29]3=[O:38])[CH2:24][CH2:23]2)(C(OCC)=O)[C:10]([O:12]CC)=[O:11])=[CH:6][C:5]=1[Cl:46].